From a dataset of Tyrosyl-DNA phosphodiesterase HTS with 341,365 compounds. Binary Classification. Given a drug SMILES string, predict its activity (active/inactive) in a high-throughput screening assay against a specified biological target. (1) The drug is S(CC(=O)NC1CCCc2c1cccc2)c1sc(Nc2c(cccc2)C)nn1. The result is 0 (inactive). (2) The molecule is Clc1ccc(c2nc3n(c2NCC(OCC)=O)ccnc3)cc1. The result is 0 (inactive). (3) The molecule is S(CC(=O)Nc1c(C(=O)NC2CC2)cccc1)c1n(nnn1)C. The result is 0 (inactive). (4) The molecule is O=C(NC(CCCCN)C(O)=O)C(NC(=O)C(N)CCCCN)Cc1ccc(O)cc1. The result is 0 (inactive).